Dataset: Catalyst prediction with 721,799 reactions and 888 catalyst types from USPTO. Task: Predict which catalyst facilitates the given reaction. (1) Reactant: [Cl:1][C:2]1[CH:3]=[N:4][NH:5][CH:6]=1.F[C:8]1[CH:13]=[CH:12][C:11]([N+:14]([O-:16])=[O:15])=[CH:10][CH:9]=1.C(=O)([O-])[O-].[Cs+].[Cs+]. Product: [Cl:1][C:2]1[CH:3]=[N:4][N:5]([C:8]2[CH:13]=[CH:12][C:11]([N+:14]([O-:16])=[O:15])=[CH:10][CH:9]=2)[CH:6]=1. The catalyst class is: 9. (2) Reactant: [OH:1][C:2]1[CH:10]=[CH:9][C:8]([C:11](=[O:19])[CH2:12][CH2:13][CH2:14][CH2:15][CH2:16][CH2:17][CH3:18])=[CH:7][C:3]=1[C:4]([OH:6])=[O:5].CN(C)C1C=CC=CC=1.Cl[C:30]([O:32][CH2:33][CH3:34])=[O:31]. Product: [CH2:33]([O:32][C:30]([O:1][C:2]1[CH:10]=[CH:9][C:8]([C:11](=[O:19])[CH2:12][CH2:13][CH2:14][CH2:15][CH2:16][CH2:17][CH3:18])=[CH:7][C:3]=1[C:4]([OH:6])=[O:5])=[O:31])[CH3:34]. The catalyst class is: 11. (3) Reactant: C([N@+]1([O-])C[C@H](O)CC[C@H]1C)C1C=CC=CC=1.C(N(CC)CC)C.[CH3:24][C@H:25]1[NH:30][CH2:29][C@H:28]([OH:31])[CH2:27][CH2:26]1.[C:32](O[C:32]([O:34][C:35]([CH3:38])([CH3:37])[CH3:36])=[O:33])([O:34][C:35]([CH3:38])([CH3:37])[CH3:36])=[O:33]. Product: [OH:31][C@H:28]1[CH2:29][N:30]([C:32]([O:34][C:35]([CH3:38])([CH3:37])[CH3:36])=[O:33])[C@H:25]([CH3:24])[CH2:26][CH2:27]1. The catalyst class is: 29. (4) Reactant: [CH3:1][O:2][C:3]1[CH:8]=[C:7]([CH3:9])[C:6]([S:10]([N:13]([CH2:15][C:16]2[O:20][CH:19]=[C:18]([C:21]([OH:23])=O)[CH:17]=2)[CH3:14])(=[O:12])=[O:11])=[C:5]([CH3:24])[CH:4]=1.CCN=C=NCCCN(C)C.C1C=CC2N(O)N=NC=2C=1.CCN(C(C)C)C(C)C.Cl.[CH3:56][N:57]([CH3:73])[CH:58]1[CH2:62][CH2:61][N:60]([CH2:63][C:64]2[CH:69]=[CH:68][C:67]([CH2:70][NH:71][CH3:72])=[CH:66][CH:65]=2)[CH2:59]1. Product: [CH3:73][N:57]([CH3:56])[CH:58]1[CH2:62][CH2:61][N:60]([CH2:63][C:64]2[CH:69]=[CH:68][C:67]([CH2:70][N:71]([CH3:72])[C:21]([C:18]3[CH:17]=[C:16]([CH2:15][N:13]([S:10]([C:6]4[C:7]([CH3:9])=[CH:8][C:3]([O:2][CH3:1])=[CH:4][C:5]=4[CH3:24])(=[O:11])=[O:12])[CH3:14])[O:20][CH:19]=3)=[O:23])=[CH:66][CH:65]=2)[CH2:59]1. The catalyst class is: 2. (5) Reactant: [Br:1][C:2]1[N:7]=[C:6]([C:8]2[C:16]3[C:11](=[N:12][C:13](Cl)=[N:14][CH:15]=3)[N:10]([CH2:18][O:19][CH2:20][CH2:21][Si:22]([CH3:25])([CH3:24])[CH3:23])[N:9]=2)[CH:5]=[CH:4][CH:3]=1.[N:26]1([CH2:32][CH2:33][NH2:34])[CH2:31][CH2:30][CH2:29][CH2:28][CH2:27]1. Product: [Br:1][C:2]1[N:7]=[C:6]([C:8]2[C:16]3[C:11](=[N:12][C:13]([NH:34][CH2:33][CH2:32][N:26]4[CH2:31][CH2:30][CH2:29][CH2:28][CH2:27]4)=[N:14][CH:15]=3)[N:10]([CH2:18][O:19][CH2:20][CH2:21][Si:22]([CH3:25])([CH3:24])[CH3:23])[N:9]=2)[CH:5]=[CH:4][CH:3]=1. The catalyst class is: 41. (6) Reactant: [Br-].[Cl:2][C:3]1[CH:28]=[C:27]([C:29]([O:31][CH3:32])=[O:30])[CH:26]=[CH:25][C:4]=1[CH2:5][P+](C1C=CC=CC=1)(C1C=CC=CC=1)C1C=CC=CC=1.[H-].[Na+].O=[C:36]1[CH2:39][N:38]([C:40]([O:42][C:43]([CH3:46])([CH3:45])[CH3:44])=[O:41])[CH2:37]1. Product: [Cl:2][C:3]1[CH:28]=[C:27]([C:29]([O:31][CH3:32])=[O:30])[CH:26]=[CH:25][C:4]=1[CH:5]=[C:36]1[CH2:37][N:38]([C:40]([O:42][C:43]([CH3:46])([CH3:45])[CH3:44])=[O:41])[CH2:39]1. The catalyst class is: 9. (7) Reactant: [NH:1]1[CH:5]=[C:4]([C:6]2[CH:7]=[C:8]3[C:13](=[CH:14][CH:15]=2)[CH:12]=[N:11][CH:10]=[CH:9]3)[CH:3]=[N:2]1.CS(O[CH2:21][CH2:22][C@@H:23]([NH:32][C:33]([O:35][C:36]([CH3:39])([CH3:38])[CH3:37])=[O:34])[CH2:24][C:25]1[CH:30]=[CH:29][C:28]([Cl:31])=[CH:27][CH:26]=1)(=O)=O.C(=O)([O-])[O-].[Cs+].[Cs+]. Product: [Cl:31][C:28]1[CH:27]=[CH:26][C:25]([CH2:24][C@H:23]([NH:32][C:33](=[O:34])[O:35][C:36]([CH3:39])([CH3:38])[CH3:37])[CH2:22][CH2:21][N:1]2[CH:5]=[C:4]([C:6]3[CH:7]=[C:8]4[C:13](=[CH:14][CH:15]=3)[CH:12]=[N:11][CH:10]=[CH:9]4)[CH:3]=[N:2]2)=[CH:30][CH:29]=1. The catalyst class is: 634. (8) Reactant: [Br:1][C:2]1[C:3]2[O:12][C:11]([CH:13]=O)=[CH:10][C:4]=2[C:5](=[O:9])[N:6]([CH3:8])[CH:7]=1.[F:15][CH:16]1[CH2:21][CH2:20][CH2:19][NH:18][CH2:17]1. Product: [Br:1][C:2]1[C:3]2[O:12][C:11]([CH2:13][N:18]3[CH2:19][CH2:20][CH2:21][CH:16]([F:15])[CH2:17]3)=[CH:10][C:4]=2[C:5](=[O:9])[N:6]([CH3:8])[CH:7]=1. The catalyst class is: 130.